This data is from Full USPTO retrosynthesis dataset with 1.9M reactions from patents (1976-2016). The task is: Predict the reactants needed to synthesize the given product. (1) Given the product [Cl:1][C:2]1[CH:3]=[C:4]([NH:8][C:9]([C:11]2[C:16]([NH:19][C:20]3[CH:21]=[N:22][CH:23]=[CH:24][CH:25]=3)=[CH:15][CH:14]=[C:13]([CH3:18])[N:12]=2)=[O:10])[CH:5]=[CH:6][CH:7]=1, predict the reactants needed to synthesize it. The reactants are: [Cl:1][C:2]1[CH:3]=[C:4]([NH:8][C:9]([C:11]2[C:16](I)=[CH:15][CH:14]=[C:13]([CH3:18])[N:12]=2)=[O:10])[CH:5]=[CH:6][CH:7]=1.[NH2:19][C:20]1[CH:21]=[N:22][CH:23]=[CH:24][CH:25]=1.C(=O)([O-])[O-].[Cs+].[Cs+].CC1(C)C2C(=C(P(C3C=CC=CC=3)C3C=CC=CC=3)C=CC=2)OC2C(P(C3C=CC=CC=3)C3C=CC=CC=3)=CC=CC1=2.C(Cl)(Cl)Cl. (2) Given the product [C:13]([O:12][C:11]([NH:10][CH:8]([C:6]1[C:5]([O:18][CH3:19])=[C:4]([C:31]2[N:36]=[C:35]([C:37]([O:39][CH3:40])=[O:38])[CH:34]=[CH:33][CH:32]=2)[C:3]([CH3:29])=[C:2]([Cl:1])[CH:7]=1)[CH3:9])=[O:17])([CH3:14])([CH3:15])[CH3:16], predict the reactants needed to synthesize it. The reactants are: [Cl:1][C:2]1[C:3]([CH3:29])=[C:4](B2OC(C)(C)C(C)(C)O2)[C:5]([O:18][CH3:19])=[C:6]([CH:8]([NH:10][C:11](=[O:17])[O:12][C:13]([CH3:16])([CH3:15])[CH3:14])[CH3:9])[CH:7]=1.Br[C:31]1[N:36]=[C:35]([C:37]([O:39][CH3:40])=[O:38])[CH:34]=[CH:33][CH:32]=1.ClCCl.C(=O)([O-])[O-].[Cs+].[Cs+]. (3) Given the product [CH3:1][C:2]1[CH:7]=[CH:6][CH:5]=[CH:4][C:3]=1[NH:8][C:9]1[S:10][C:11]2[CH:17]=[C:16]([CH2:18][C:19]([OH:21])=[O:20])[CH:15]=[CH:14][C:12]=2[N:13]=1, predict the reactants needed to synthesize it. The reactants are: [CH3:1][C:2]1[CH:7]=[CH:6][CH:5]=[CH:4][C:3]=1[NH:8][C:9]1[S:10][C:11]2[CH:17]=[C:16]([CH2:18][C:19]([O:21]CC)=[O:20])[CH:15]=[CH:14][C:12]=2[N:13]=1.[OH-].[Na+]. (4) Given the product [Si:19]([O:26][CH2:27][CH2:28][CH2:29][CH2:30][CH2:31][CH:8]([C:7]1[C:2]([Cl:1])=[N:3][CH:4]=[CH:5][CH:6]=1)[S:9]([C:12]1[CH:17]=[CH:16][C:15]([Cl:18])=[CH:14][CH:13]=1)(=[O:11])=[O:10])([C:22]([CH3:23])([CH3:24])[CH3:25])([CH3:20])[CH3:21], predict the reactants needed to synthesize it. The reactants are: [Cl:1][C:2]1[C:7]([CH2:8][S:9]([C:12]2[CH:17]=[CH:16][C:15]([Cl:18])=[CH:14][CH:13]=2)(=[O:11])=[O:10])=[CH:6][CH:5]=[CH:4][N:3]=1.[Si:19]([O:26][CH2:27][CH2:28][CH2:29][CH2:30][CH2:31]O)([C:22]([CH3:25])([CH3:24])[CH3:23])([CH3:21])[CH3:20].C(C=P(CCCC)(CCCC)CCCC)#N. (5) Given the product [CH3:32][S:33]([NH:1][N:2]1[CH2:6][C@@H:5]([C:7]2[CH:8]=[CH:9][C:10]([O:13][CH3:14])=[CH:11][CH:12]=2)[N:4]([CH2:15][CH2:16][C:17]2[CH:18]=[CH:19][C:20]([O:23][CH3:24])=[CH:21][CH:22]=2)[C:3]1=[O:25])(=[O:35])=[O:34], predict the reactants needed to synthesize it. The reactants are: [NH2:1][N:2]1[CH2:6][C@@H:5]([C:7]2[CH:12]=[CH:11][C:10]([O:13][CH3:14])=[CH:9][CH:8]=2)[N:4]([CH2:15][CH2:16][C:17]2[CH:22]=[CH:21][C:20]([O:23][CH3:24])=[CH:19][CH:18]=2)[C:3]1=[O:25].N1C=CC=CC=1.[CH3:32][S:33](Cl)(=[O:35])=[O:34]. (6) Given the product [Br:37][C:34]1[CH:35]=[CH:36][C:31]([NH:30][C:29](=[O:38])[CH:24]([C:21]2[CH:22]=[CH:23][C:18](/[CH:17]=[CH:16]/[C:15](=[O:39])[NH:14][C:9]3[CH:10]=[CH:11][CH:12]=[CH:13][C:8]=3[NH2:7])=[CH:19][CH:20]=2)[CH2:25][CH2:26][CH2:27][N:41]2[CH2:46][CH2:45][O:44][CH2:43][CH2:42]2)=[CH:32][CH:33]=1, predict the reactants needed to synthesize it. The reactants are: C(OC(=O)[NH:7][C:8]1[CH:13]=[CH:12][CH:11]=[CH:10][C:9]=1[NH:14][C:15](=[O:39])/[CH:16]=[CH:17]/[C:18]1[CH:23]=[CH:22][C:21]([CH:24]([C:29](=[O:38])[NH:30][C:31]2[CH:36]=[CH:35][C:34]([Br:37])=[CH:33][CH:32]=2)[CH2:25][CH2:26][CH2:27]Cl)=[CH:20][CH:19]=1)(C)(C)C.[NH:41]1[CH2:46][CH2:45][O:44][CH2:43][CH2:42]1.Cl.CO.C([O-])(O)=O.[Na+]. (7) Given the product [Cl:61][C:62]1[CH:69]=[CH:68][C:65]([CH2:66][NH:67][C:40](=[O:41])[CH2:39][C@@H:24]2[CH2:23][CH:22]=[CH:21][CH2:20][C@H:19]([NH:18][C:16](=[O:17])[O:15][CH2:14][CH:12]3[C:11]4[CH:10]=[CH:9][CH:8]=[CH:7][C:6]=4[C:5]4[C:13]3=[CH:1][CH:2]=[CH:3][CH:4]=4)[C:30](=[O:31])[O:29][C@H:28]([C:32]3[CH:33]=[CH:34][CH:35]=[CH:36][CH:37]=3)[CH2:27][NH:26][C:25]2=[O:38])=[CH:64][CH:63]=1, predict the reactants needed to synthesize it. The reactants are: [CH:1]1[C:13]2[CH:12]([CH2:14][O:15][C:16]([NH:18][C@@H:19]3[C:30](=[O:31])[O:29][C@H:28]([C:32]4[CH:37]=[CH:36][CH:35]=[CH:34][CH:33]=4)[CH2:27][NH:26][C:25](=[O:38])[C@H:24]([CH2:39][C:40](OC(C)(C)C)=[O:41])[CH2:23][CH:22]=[CH:21][CH2:20]3)=[O:17])[C:11]3[C:6](=[CH:7][CH:8]=[CH:9][CH:10]=3)[C:5]=2[CH:4]=[CH:3][CH:2]=1.C([SiH](CC)CC)C.FC(F)(F)C(O)=O.[Cl:61][C:62]1[CH:69]=[CH:68][C:65]([CH2:66][NH2:67])=[CH:64][CH:63]=1.